From a dataset of Forward reaction prediction with 1.9M reactions from USPTO patents (1976-2016). Predict the product of the given reaction. (1) Given the reactants C(N1C=CN=C1)(N1C=CN=C1)=O.[CH:13]1([C:19]2[C:20]3[CH:21]=[CH:22][C:23]([C:43]([OH:45])=O)=[CH:24][C:25]=3[N:26]3[CH2:32][C:31]([C:33]([O:35][CH3:36])=[O:34])=[CH:30][C:29]4[CH:37]=[C:38]([O:41][CH3:42])[CH:39]=[CH:40][C:28]=4[C:27]=23)[CH2:18][CH2:17][CH2:16][CH2:15][CH2:14]1.[S:46]([NH2:50])([NH2:49])(=[O:48])=[O:47].C1CCN2C(=NCCC2)CC1, predict the reaction product. The product is: [NH2:49][S:46]([NH:50][C:43]([C:23]1[CH:22]=[CH:21][C:20]2[C:19]([CH:13]3[CH2:14][CH2:15][CH2:16][CH2:17][CH2:18]3)=[C:27]3[C:28]4[CH:40]=[CH:39][C:38]([O:41][CH3:42])=[CH:37][C:29]=4[CH:30]=[C:31]([C:33]([O:35][CH3:36])=[O:34])[CH2:32][N:26]3[C:25]=2[CH:24]=1)=[O:45])(=[O:48])=[O:47]. (2) Given the reactants [Br:1][C:2]1[CH:7]=[CH:6][C:5]([CH:8]([C:21]2[CH:26]=[CH:25][CH:24]=[CH:23][C:22]=2[CH3:27])[CH2:9][C:10]([C:12]2[C:13]([CH3:20])=[CH:14][C:15](=[O:19])[N:16]([CH3:18])[CH:17]=2)=O)=[CH:4][CH:3]=1.Cl.[NH2:29][OH:30].C([O-])(O)=O.[Na+], predict the reaction product. The product is: [Br:1][C:2]1[CH:7]=[CH:6][C:5]([CH:8]([C:21]2[CH:26]=[CH:25][CH:24]=[CH:23][C:22]=2[CH3:27])[CH2:9]/[C:10](/[C:12]2[C:13]([CH3:20])=[CH:14][C:15](=[O:19])[N:16]([CH3:18])[CH:17]=2)=[N:29]\[OH:30])=[CH:4][CH:3]=1.